This data is from Full USPTO retrosynthesis dataset with 1.9M reactions from patents (1976-2016). The task is: Predict the reactants needed to synthesize the given product. (1) Given the product [CH3:38][C:3]1([CH3:37])[C@@H:2]([OH:1])[CH2:34][CH2:33][C@@:32]2([CH3:35])[C:4]1=[CH:5][CH2:6][C@@H:7]1[C@@H:31]2[CH2:30][CH2:29][C@@:28]2([CH3:36])[C@H:8]1[CH2:9][CH2:10][C@@H:11]2[C@H:12]([CH3:27])[CH2:13][CH2:14][CH2:15][C@@H:16]([CH3:26])[CH2:17][OH:18], predict the reactants needed to synthesize it. The reactants are: [OH:1][C@H:2]1[CH2:34][CH2:33][C@@:32]2([CH3:35])[C:4](=[CH:5][CH2:6][C@@H:7]3[C@@H:31]2[CH2:30][CH2:29][C@@:28]2([CH3:36])[C@H:8]3[CH2:9][CH2:10][C@@H:11]2[C@H:12]([CH3:27])[CH2:13][CH2:14][CH2:15][C@@H:16]([CH3:26])[CH2:17][O:18][Si](C(C)(C)C)(C)C)[C:3]1([CH3:38])[CH3:37].[F-].C([N+](CCCC)(CCCC)CCCC)CCC. (2) The reactants are: [CH2:1]([O:8][C@H:9]1[CH2:13][N:12]([C:14]([O:16][C:17]([CH3:20])([CH3:19])[CH3:18])=[O:15])[C@H:11]([C:21](O)=[O:22])[CH2:10]1)[C:2]1[CH:7]=[CH:6][CH:5]=[CH:4][CH:3]=1.CN1CCOCC1.ClC(OCC(C)C)=O.[BH4-].[Na+]. Given the product [CH2:1]([O:8][C@H:9]1[CH2:13][N:12]([C:14]([O:16][C:17]([CH3:18])([CH3:19])[CH3:20])=[O:15])[C@H:11]([CH2:21][OH:22])[CH2:10]1)[C:2]1[CH:7]=[CH:6][CH:5]=[CH:4][CH:3]=1, predict the reactants needed to synthesize it. (3) Given the product [OH:40][C:39]1[CH:38]=[CH:37][C:4]([O:5][CH2:6][C@@H:7]([OH:36])[CH2:8][NH:9][CH2:17][CH2:18][CH:19]([C:28]2[CH:33]=[CH:32][C:31]([O:34][CH3:35])=[CH:30][CH:29]=2)[C:20]2[CH:25]=[CH:24][C:23]([O:26][CH3:27])=[CH:22][CH:21]=2)=[CH:3][C:2]=1[NH:1][S:55]([CH3:54])(=[O:57])=[O:56], predict the reactants needed to synthesize it. The reactants are: [NH2:1][C:2]1[CH:3]=[C:4]([CH:37]=[CH:38][C:39]=1[O:40]CC1C=CC=CC=1)[O:5][CH2:6][C@@H:7]([OH:36])[CH2:8][N:9]([CH2:17][CH2:18][CH:19]([C:28]1[CH:33]=[CH:32][C:31]([O:34][CH3:35])=[CH:30][CH:29]=1)[C:20]1[CH:25]=[CH:24][C:23]([O:26][CH3:27])=[CH:22][CH:21]=1)CC1C=CC=CC=1.N1C=CC=CC=1.[CH3:54][S:55](Cl)(=[O:57])=[O:56]. (4) Given the product [F:1][C:2]1[CH:7]=[C:6]([O:8][CH2:9][C:10]2[CH:15]=[CH:14][C:13]([CH2:16][N:17]([CH2:33][CH2:34][C:35]3[CH:40]=[CH:39][CH:38]=[CH:37][CH:36]=3)[C:18]3[S:19][CH:20]=[C:21]([C:23]4[CH:28]=[CH:27][C:26]([C:29]([F:31])([F:30])[F:32])=[CH:25][CH:24]=4)[N:22]=3)=[CH:12][CH:11]=2)[CH:5]=[CH:4][C:3]=1[CH2:41][CH2:42][C:43]([OH:45])=[O:44], predict the reactants needed to synthesize it. The reactants are: [F:1][C:2]1[CH:7]=[C:6]([O:8][CH2:9][C:10]2[CH:15]=[CH:14][C:13]([CH2:16][N:17]([CH2:33][CH2:34][C:35]3[CH:40]=[CH:39][CH:38]=[CH:37][CH:36]=3)[C:18]3[S:19][CH:20]=[C:21]([C:23]4[CH:28]=[CH:27][C:26]([C:29]([F:32])([F:31])[F:30])=[CH:25][CH:24]=4)[N:22]=3)=[CH:12][CH:11]=2)[CH:5]=[CH:4][C:3]=1[CH2:41][CH2:42][C:43]([O:45]CC)=[O:44].